From a dataset of Forward reaction prediction with 1.9M reactions from USPTO patents (1976-2016). Predict the product of the given reaction. (1) Given the reactants Br[CH2:2][CH2:3][OH:4].[CH2:5]([NH:7][CH:8]1[CH2:13][CH2:12][N:11]([C:14]([O:16][C:17]([CH3:20])([CH3:19])[CH3:18])=[O:15])[CH2:10][CH2:9]1)[CH3:6].C([O-])([O-])=O.[Na+].[Na+], predict the reaction product. The product is: [CH2:5]([N:7]([CH2:2][CH2:3][OH:4])[CH:8]1[CH2:13][CH2:12][N:11]([C:14]([O:16][C:17]([CH3:19])([CH3:18])[CH3:20])=[O:15])[CH2:10][CH2:9]1)[CH3:6]. (2) Given the reactants [CH:1]1([CH2:4][NH:5][C:6]2[N:11]=[C:10](C3C=CC(CN)=CC=3)[CH:9]=[CH:8][N:7]=2)[CH2:3][CH2:2]1.C1(CNC2N=C(C3C=CC(CNC(OC(C)(C)C)=O)=CC=3)C=CN=2)CC1.FC(F)(F)C(O)=O.C(Cl)[Cl:54], predict the reaction product. The product is: [Cl:54][C:10]1[CH:9]=[CH:8][N:7]=[C:6]([NH:5][CH2:4][CH:1]2[CH2:3][CH2:2]2)[N:11]=1. (3) Given the reactants [F:1][C:2]([F:23])([F:22])[C:3]1[CH:4]=[C:5]([C:13](=O)[CH2:14][C:15](=O)[C:16]([F:19])([F:18])[F:17])[CH:6]=[CH:7][C:8]=1[C:9]([F:12])([F:11])[F:10].[NH2:24][C:25]1[C:29]([C:30]2[CH:35]=[CH:34][N:33]=[CH:32][CH:31]=2)=[CH:28][NH:27][N:26]=1, predict the reaction product. The product is: [F:1][C:2]([F:23])([F:22])[C:3]1[CH:4]=[C:5]([C:13]2[CH:14]=[C:15]([C:16]([F:19])([F:18])[F:17])[N:26]3[N:27]=[CH:28][C:29]([C:30]4[CH:35]=[CH:34][N:33]=[CH:32][CH:31]=4)=[C:25]3[N:24]=2)[CH:6]=[CH:7][C:8]=1[C:9]([F:12])([F:11])[F:10]. (4) Given the reactants [CH3:1]N(C)C=O.[Br:6][C:7]1[CH:8]=[C:9]([OH:15])[C:10]([OH:14])=[CH:11][C:12]=1[F:13].C(=O)([O-])[O-].[Cs+].[Cs+].BrCCl, predict the reaction product. The product is: [Br:6][C:7]1[C:12]([F:13])=[CH:11][C:10]2[O:14][CH2:1][O:15][C:9]=2[CH:8]=1. (5) Given the reactants [C:1]1(=[O:11])[NH:5][C:4](=[O:6])[C:3]2=[CH:7][CH:8]=[CH:9][CH:10]=[C:2]12.[K].[OH2:13].CN([CH:17]=[O:18])C, predict the reaction product. The product is: [O:18]1[C:17]2[CH:4]=[CH:3][CH:7]=[CH:8][C:9]=2[O:13][CH2:1][C@@H:2]1[CH2:10][N:5]1[C:1](=[O:11])[C:2]2[C:3](=[CH:7][CH:8]=[CH:9][CH:10]=2)[C:4]1=[O:6]. (6) The product is: [CH2:45]([N:5]([CH2:1][CH2:2][CH2:3][CH3:4])[C:6]([C:8]1[N:9]=[C:10]([C:21]2[CH:30]=[CH:29][C:24]([C:25]([O:27][CH3:28])=[O:26])=[CH:23][C:22]=2[C:31]([N:33]2[C@H:42]([CH2:43][OH:44])[CH2:41][C:40]3[C:35](=[CH:36][CH:37]=[CH:38][CH:39]=3)[CH2:34]2)=[O:32])[N:11]([CH2:13][CH2:14][O:55][CH3:54])[CH:12]=1)=[O:7])[CH2:46][CH2:47][CH3:48]. Given the reactants [CH2:1]([N:5]([CH2:45][CH2:46][CH2:47][CH3:48])[C:6]([C:8]1[N:9]=[C:10]([C:21]2[CH:30]=[CH:29][C:24]([C:25]([O:27][CH3:28])=[O:26])=[CH:23][C:22]=2[C:31]([N:33]2[C@H:42]([CH2:43][OH:44])[CH2:41][C:40]3[C:35](=[CH:36][CH:37]=[CH:38][CH:39]=3)[CH2:34]2)=[O:32])[N:11]([CH2:13][CH2:14]C2C=CC=CC=2)[CH:12]=1)=[O:7])[CH2:2][CH2:3][CH3:4].C(N(CCCC)[C:54](C1N=C(C2C=CC(C(OC)=O)=CC=2C(O)=O)N(CCOC)C=1)=[O:55])CCC, predict the reaction product.